From a dataset of Rat liver microsome stability data. Regression/Classification. Given a drug SMILES string, predict its absorption, distribution, metabolism, or excretion properties. Task type varies by dataset: regression for continuous measurements (e.g., permeability, clearance, half-life) or binary classification for categorical outcomes (e.g., BBB penetration, CYP inhibition). Dataset: rlm. (1) The molecule is O=C(Nc1ccccc1-c1cn2c(CN3CCNCC3)csc2n1)c1cnc2ccccc2n1. The result is 0 (unstable in rat liver microsomes). (2) The result is 1 (stable in rat liver microsomes). The drug is CS(=O)(=O)N1CCN(C(=O)c2cnc3ccsc3c2-c2ccc(C3(C#N)CC3)cc2)CC1. (3) The compound is CN1C(=O)CN=C(c2ccc[nH]2)c2cc(Cl)ccc21. The result is 1 (stable in rat liver microsomes). (4) The drug is CC(C)(C)c1cc(NC(=O)[C@@H]2CCC(=O)N2c2ccc(C(F)(F)F)cc2)on1. The result is 0 (unstable in rat liver microsomes). (5) The molecule is O=c1c(-c2ccc(O)cc2)coc2cc(O)cc(O)c12. The result is 0 (unstable in rat liver microsomes). (6) The drug is COc1ccc(OC)c(C(=O)Nc2nc(-c3ccccc3)cs2)c1. The result is 1 (stable in rat liver microsomes).